From a dataset of Forward reaction prediction with 1.9M reactions from USPTO patents (1976-2016). Predict the product of the given reaction. (1) Given the reactants [ClH:1].[CH3:2][O:3][CH2:4][C@H:5]1[N:15]2[C@@H:9]([S:10][CH2:11][CH2:12][C@H:13]([NH:17]C(=O)OC(C)(C)C)[C:14]2=[O:16])[CH2:8][CH2:7][CH2:6]1, predict the reaction product. The product is: [ClH:1].[NH2:17][C@H:13]1[CH2:12][CH2:11][S:10][C@H:9]2[CH2:8][CH2:7][CH2:6][C@@H:5]([CH2:4][O:3][CH3:2])[N:15]2[C:14]1=[O:16]. (2) Given the reactants C(C(=C)C([O-])=O)#N.[CH:8]1[C:21]2[C:12](=[CH:13][C:14]3[C:19]([CH:20]=2)=[CH:18][CH:17]=[CH:16][CH:15]=3)[CH:11]=[CH:10][CH:9]=1.C(C(=C)C(Cl)=O)#N.CO.C(N(CC)CC)C, predict the reaction product. The product is: [CH:11]1[C:12]2[C:21](=[CH:20][C:19]3[C:14]([CH:13]=2)=[CH:15][CH:16]=[CH:17][CH:18]=3)[CH:8]=[CH:9][CH:10]=1. (3) Given the reactants C([N:8]1[C:16]2[C:15]3=[N:17][N:18]=[CH:19][N:14]3[C:13](=[O:20])[N:12]([CH2:21][CH2:22][CH2:23][CH2:24][CH3:25])[C:11]=2[N:10]=[CH:9]1)C1C=CC=CC=1.Cl, predict the reaction product. The product is: [CH2:21]([N:12]1[C:11]2[N:10]=[CH:9][NH:8][C:16]=2[C:15]2=[N:17][N:18]=[CH:19][N:14]2[C:13]1=[O:20])[CH2:22][CH2:23][CH2:24][CH3:25]. (4) Given the reactants [Cl:1][C:2]1[C:7]([N+:8]([O-:10])=[O:9])=[CH:6][CH:5]=[C:4]([Cl:11])[C:3]=1[S:12](Cl)(=[O:14])=[O:13].[NH:16]1[CH2:20][CH2:19][CH2:18][CH2:17]1.C([N:23](CC)CC)C, predict the reaction product. The product is: [N:16]1([C:6]2[CH:5]=[C:4]([Cl:11])[C:3]([S:12]([NH2:23])(=[O:14])=[O:13])=[C:2]([Cl:1])[C:7]=2[N+:8]([O-:10])=[O:9])[CH2:20][CH2:19][CH2:18][CH2:17]1.